Dataset: Reaction yield outcomes from USPTO patents with 853,638 reactions. Task: Predict the reaction yield, written as a fraction of the theoretical maximum amount of product (1.0 means a 100% yield; for example, 0.34 means a 34% yield). (1) The reactants are [Cl:1][C:2]1[CH:7]=[CH:6][CH:5]=[C:4]([F:8])[C:3]=1[CH2:9][CH2:10][NH:11][C:12]1[N:17]=[C:16](SC)[N:15]=[C:14]([C:20]2[CH:21]=[CH:22][C:23](=[O:26])[NH:24][CH:25]=2)[CH:13]=1.ClC1C=C(C=CC=1)[C:31](OO)=[O:32].C[O-].[Na+]. The catalyst is CO.C(Cl)Cl. The product is [Cl:1][C:2]1[CH:7]=[CH:6][CH:5]=[C:4]([F:8])[C:3]=1[CH2:9][CH2:10][NH:11][C:12]1[N:17]=[C:16]([O:32][CH3:31])[N:15]=[C:14]([C:20]2[CH:21]=[CH:22][C:23](=[O:26])[NH:24][CH:25]=2)[CH:13]=1. The yield is 0.960. (2) The reactants are [CH3:1][O:2][C:3]1[CH:4]=[C:5]([CH2:9][C:10](=[O:12])[CH3:11])[CH:6]=[CH:7][CH:8]=1.[BH4-].[Na+]. The catalyst is CO. The product is [CH3:1][O:2][C:3]1[CH:4]=[C:5]([CH2:9][CH:10]([OH:12])[CH3:11])[CH:6]=[CH:7][CH:8]=1. The yield is 1.00. (3) The reactants are [N:1]1[CH:6]=[CH:5][CH:4]=[CH:3][C:2]=1[C:7]1[CH:13]=[CH:12][C:10]([NH2:11])=[CH:9][CH:8]=1.C[CH2:15][N:16]([CH:20]([CH3:22])C)[CH:17]([CH3:19])C.Cl[C:24](Cl)(Cl)[C:25](Cl)=[O:26].C(=O)([O-])[O-:31].[Na+].[Na+].[F:36][C:37]1[CH:50]=[CH:49][C:40](C(N2CCCCC2)=O)=[CH:39][CH:38]=1. The catalyst is C(Cl)Cl. The product is [N:1]1[CH:6]=[CH:5][CH:4]=[CH:3][C:2]=1[C:7]1[CH:8]=[CH:9][C:10]([NH:11][C:15]([N:16]2[CH2:17][CH2:19][CH:24]([C:25](=[O:26])[C:40]3[CH:49]=[CH:50][C:37]([F:36])=[CH:38][CH:39]=3)[CH2:22][CH2:20]2)=[O:31])=[CH:12][CH:13]=1. The yield is 0.330. (4) The reactants are [N+:1]([C:4]1[CH:12]=[C:11]2[C:7]([CH2:8][CH2:9][CH2:10]2)=[CH:6][C:5]=1[NH:13][C:14](=[O:16])[CH3:15])([O-:3])=[O:2].[OH2:17]. The catalyst is CC(O)=O. The product is [N+:1]([C:4]1[CH:12]=[C:11]2[C:7]([CH2:8][CH2:9][C:10]2=[O:17])=[CH:6][C:5]=1[NH:13][C:14](=[O:16])[CH3:15])([O-:3])=[O:2]. The yield is 0.750.